The task is: Predict the product of the given reaction.. This data is from Forward reaction prediction with 1.9M reactions from USPTO patents (1976-2016). (1) Given the reactants [F:1][C:2]1[CH:13]=[CH:12][C:11]([CH3:14])=[CH:10][C:3]=1[O:4][CH2:5][CH2:6][C:7]([OH:9])=O, predict the reaction product. The product is: [F:1][C:2]1[CH:13]=[CH:12][C:11]([CH3:14])=[C:10]2[C:3]=1[O:4][CH2:5][CH2:6][C:7]2=[O:9]. (2) Given the reactants [Cl:1][C:2]1[CH:7]=[CH:6][C:5]([C:8]2(O)[CH2:13][CH2:12][N:11]([C:14]([O:16][C:17]([CH3:20])([CH3:19])[CH3:18])=[O:15])[CH2:10][CH2:9]2)=[CH:4][CH:3]=1.P(Cl)(Cl)(Cl)=O, predict the reaction product. The product is: [Cl:1][C:2]1[CH:7]=[CH:6][C:5]([C:8]2[CH2:13][CH2:12][N:11]([C:14]([O:16][C:17]([CH3:20])([CH3:19])[CH3:18])=[O:15])[CH2:10][CH:9]=2)=[CH:4][CH:3]=1. (3) The product is: [CH3:23][C:8]1[CH:9]=[C:10]([O:13][CH2:14][CH:15]([CH3:22])[CH2:16][O:17][C:33]2[CH:34]=[CH:35][C:36]([C:38]([F:41])([F:40])[F:39])=[CH:37][C:32]=2[O:25][C:26]2[CH:27]=[CH:28][CH:29]=[CH:30][CH:31]=2)[CH:11]=[CH:12][C:7]=1[CH2:6][CH2:5][C:4]([OH:3])=[O:24]. Given the reactants C([O:3][C:4](=[O:24])[CH2:5][CH2:6][C:7]1[CH:12]=[CH:11][C:10]([O:13][CH2:14][CH:15]([CH3:22])[CH2:16][O:17]S(C)(=O)=O)=[CH:9][C:8]=1[CH3:23])C.[O:25]([C:32]1[CH:37]=[C:36]([C:38]([F:41])([F:40])[F:39])[CH:35]=[CH:34][C:33]=1O)[C:26]1[CH:31]=[CH:30][CH:29]=[CH:28][CH:27]=1, predict the reaction product. (4) Given the reactants [CH3:1][NH:2][C:3](=[O:14])[C:4]1[CH:9]=[CH:8][C:7]([N+:10]([O-])=O)=[CH:6][C:5]=1[F:13], predict the reaction product. The product is: [CH3:1][NH:2][C:3](=[O:14])[C:4]1[CH:9]=[CH:8][C:7]([NH2:10])=[CH:6][C:5]=1[F:13].